Dataset: Catalyst prediction with 721,799 reactions and 888 catalyst types from USPTO. Task: Predict which catalyst facilitates the given reaction. (1) Product: [CH3:1][C@H:2]1[N:7]([S:32]([C:29]2[CH:28]=[CH:27][C:26]([C:25]([F:24])([F:36])[F:37])=[CH:31][CH:30]=2)(=[O:34])=[O:33])[CH2:6][CH2:5][N:4]([C:8]([O:10][C:11]([CH3:13])([CH3:12])[CH3:14])=[O:9])[CH2:3]1. The catalyst class is: 2. Reactant: [CH3:1][C@H:2]1[NH:7][CH2:6][CH2:5][N:4]([C:8]([O:10][C:11]([CH3:14])([CH3:13])[CH3:12])=[O:9])[CH2:3]1.CCN(C(C)C)C(C)C.[F:24][C:25]([F:37])([F:36])[C:26]1[CH:31]=[CH:30][C:29]([S:32](Cl)(=[O:34])=[O:33])=[CH:28][CH:27]=1.Cl. (2) Reactant: [F:1][C:2]1[C:7]([F:8])=[C:6]([NH:9][C:10]2[CH:15]=[CH:14][C:13]([I:16])=[CH:12][C:11]=2[F:17])[C:5]([NH2:18])=[C:4]([O:19][CH3:20])[CH:3]=1.[CH2:21]([C:24]1([S:27](Cl)(=[O:29])=[O:28])[CH2:26][CH2:25]1)[CH:22]=[CH2:23]. Product: [CH2:21]([C:24]1([S:27]([NH:18][C:5]2[C:4]([O:19][CH3:20])=[CH:3][C:2]([F:1])=[C:7]([F:8])[C:6]=2[NH:9][C:10]2[CH:15]=[CH:14][C:13]([I:16])=[CH:12][C:11]=2[F:17])(=[O:29])=[O:28])[CH2:26][CH2:25]1)[CH:22]=[CH2:23]. The catalyst class is: 17. (3) Reactant: [Cl:1][C:2]1[S:6][C:5]([C:7]([OH:9])=O)=[CH:4][CH:3]=1.C(N(CC)CC)C.F[P-](F)(F)(F)(F)F.N1(O[P+](N(C)C)(N(C)C)N(C)C)C2C=CC=CC=2N=N1.[I:44][C:45]1[CH:50]=[CH:49][C:48]([N:51]2[CH:55]=[C:54]([CH2:56][NH2:57])[N:53]=[C:52]2[S:58][CH3:59])=[CH:47][CH:46]=1. Product: [Cl:1][C:2]1[S:6][C:5]([C:7]([NH:57][CH2:56][C:54]2[N:53]=[C:52]([S:58][CH3:59])[N:51]([C:48]3[CH:47]=[CH:46][C:45]([I:44])=[CH:50][CH:49]=3)[CH:55]=2)=[O:9])=[CH:4][CH:3]=1. The catalyst class is: 173. (4) Reactant: [CH2:1]([O:3][C:4]([C:6]1[CH:7]=[N:8][NH:9][CH:10]=1)=[O:5])[CH3:2].C([O-])([O-])=O.[K+].[K+].Cl[CH2:18][C:19]([N:21]1[CH2:26][CH2:25][N:24]([C:27]2[CH:32]=[CH:31][C:30]([F:33])=[CH:29][CH:28]=2)[CH2:23][CH2:22]1)=[O:20].CN(C=O)C. Product: [CH2:1]([O:3][C:4]([C:6]1[CH:7]=[N:8][N:9]([CH2:18][C:19]([N:21]2[CH2:22][CH2:23][N:24]([C:27]3[CH:32]=[CH:31][C:30]([F:33])=[CH:29][CH:28]=3)[CH2:25][CH2:26]2)=[O:20])[CH:10]=1)=[O:5])[CH3:2]. The catalyst class is: 195.